This data is from Forward reaction prediction with 1.9M reactions from USPTO patents (1976-2016). The task is: Predict the product of the given reaction. (1) Given the reactants C(OC(=O)[NH:7][C@@H:8]1[CH2:13][CH2:12][CH2:11][C:10]([F:15])([F:14])[C@@H:9]1[NH:16][C:17]([C:19]1[S:20][C:21]([CH3:34])=[C:22]([C:24]2[CH:25]=[N:26][N:27]3[CH:32]=[C:31]([Cl:33])[CH:30]=[N:29][C:28]=23)[CH:23]=1)=[O:18])(C)(C)C.FC(F)(F)C(O)=O, predict the reaction product. The product is: [NH2:7][C@H:8]1[C@@H:9]([NH:16][C:17]([C:19]2[S:20][C:21]([CH3:34])=[C:22]([C:24]3[CH:25]=[N:26][N:27]4[CH:32]=[C:31]([Cl:33])[CH:30]=[N:29][C:28]=34)[CH:23]=2)=[O:18])[C:10]([F:15])([F:14])[CH2:11][CH2:12][CH2:13]1. (2) The product is: [C:1]([O:6][CH2:7][CH:9]1[O:11][CH2:10]1)(=[O:5])[C:2]([CH3:4])=[CH2:3]. Given the reactants [C:1]([OH:6])(=[O:5])[C:2]([CH3:4])=[CH2:3].[CH2:7]([CH:9]1[O:11][CH2:10]1)Cl, predict the reaction product. (3) The product is: [CH3:15][O:14][C:10]1[CH:9]=[C:8]([C:6](=[O:7])[C:5]([O:18][CH2:16][CH3:17])=[O:2])[CH:13]=[CH:12][CH:11]=1. Given the reactants [Se](=O)=[O:2].Br[CH2:5][C:6]([C:8]1[CH:13]=[CH:12][CH:11]=[C:10]([O:14][CH3:15])[CH:9]=1)=[O:7].[CH2:16]([OH:18])[CH3:17], predict the reaction product. (4) Given the reactants [Cl:1][C:2]1[CH:7]=[CH:6][C:5]([CH2:8][NH:9]C(=O)C(F)(F)F)=[CH:4][C:3]=1[C:16]1[NH:20][C:19](=[O:21])[N:18]([C:22]2[CH:31]=[CH:30][C:25]([C:26]([O:28][CH3:29])=[O:27])=[C:24]([O:32][CH3:33])[CH:23]=2)[N:17]=1.Cl, predict the reaction product. The product is: [ClH:1].[NH2:9][CH2:8][C:5]1[CH:6]=[CH:7][C:2]([Cl:1])=[C:3]([C:16]2[NH:20][C:19](=[O:21])[N:18]([C:22]3[CH:31]=[CH:30][C:25]([C:26]([O:28][CH3:29])=[O:27])=[C:24]([O:32][CH3:33])[CH:23]=3)[N:17]=2)[CH:4]=1. (5) Given the reactants [CH:1]1C=CC(C2C=CC=CC=2)=CC=1.C1C=C[C:16]([O:19]C2C=CC=CC=2)=CC=1.Cl[C:27]1[N:32]=[CH:31][C:30]([NH:33][CH:34]=[C:35]([C:41](=[O:43])[CH3:42])[C:36]([O:38]CC)=O)=[CH:29][CH:28]=1, predict the reaction product. The product is: [OH:38][C:36]1[C:31]2[C:30](=[CH:29][CH:28]=[C:27]([O:19][CH3:16])[N:32]=2)[N:33]=[CH:34][C:35]=1[C:41](=[O:43])[CH2:42][CH3:1]. (6) Given the reactants [CH3:1][C:2]([C:6]1[CH:10]=[C:9]([NH2:11])[N:8]([C:12]2[CH:17]=[CH:16][C:15]([CH3:18])=[CH:14][CH:13]=2)[N:7]=1)([C:4]#[CH:5])[CH3:3].[C:19]1([NH:25][C:26]2[CH:31]=[C:30]([O:32][C:33]3[C:42]4[C:37](=[CH:38][CH:39]=[CH:40][CH:41]=4)[C:36]([NH:43][C:44](=O)[O:45]C4C=CC=CC=4)=[CH:35][CH:34]=3)[CH:29]=[CH:28][N:27]=2)[CH:24]=[CH:23][CH:22]=[CH:21][CH:20]=1, predict the reaction product. The product is: [CH3:3][C:2]([C:6]1[CH:10]=[C:9]([NH:11][C:44]([NH:43][C:36]2[C:37]3[C:42](=[CH:41][CH:40]=[CH:39][CH:38]=3)[C:33]([O:32][C:30]3[CH:29]=[CH:28][N:27]=[C:26]([NH:25][C:19]4[CH:24]=[CH:23][CH:22]=[CH:21][CH:20]=4)[CH:31]=3)=[CH:34][CH:35]=2)=[O:45])[N:8]([C:12]2[CH:13]=[CH:14][C:15]([CH3:18])=[CH:16][CH:17]=2)[N:7]=1)([C:4]#[CH:5])[CH3:1]. (7) Given the reactants FC(F)(F)C1C=CC(OCC2C=CC(SC3C=CC(OCC(O)=O)=C(C)C=3)=CC=2)=CC=1.C([O:34][C:35](=[O:68])[CH2:36][O:37][C:38]1[C:47]2[CH2:46][CH2:45][CH2:44][CH2:43][C:42]=2[C:41]([S:48][C:49]2[CH:54]=[CH:53][C:52]([CH2:55][NH:56][C:57]3[CH:62]=[CH:61][C:60]([C:63]([F:66])([F:65])[F:64])=[CH:59][CH:58]=3)=[CH:51][C:50]=2[Cl:67])=[CH:40][CH:39]=1)C, predict the reaction product. The product is: [Cl:67][C:50]1[CH:51]=[C:52]([CH2:55][NH:56][C:57]2[CH:62]=[CH:61][C:60]([C:63]([F:66])([F:64])[F:65])=[CH:59][CH:58]=2)[CH:53]=[CH:54][C:49]=1[S:48][C:41]1[C:42]2[CH2:43][CH2:44][CH2:45][CH2:46][C:47]=2[C:38]([O:37][CH2:36][C:35]([OH:68])=[O:34])=[CH:39][CH:40]=1. (8) Given the reactants C=O.[CH3:3][C:4]1([CH3:51])[O:8][C@@H:7]2[C@@H:9]([CH2:22][NH:23][CH2:24][CH:25]3[CH2:28][CH:27]([CH2:29][C:30]4[N:34]([CH2:35][O:36][CH2:37][CH2:38][Si:39]([CH3:42])([CH3:41])[CH3:40])[C:33]5[CH:43]=[CH:44][C:45]([C:47]([F:50])([F:49])[F:48])=[CH:46][C:32]=5[N:31]=4)[CH2:26]3)[CH2:10][C@@H:11]([N:12]3[C:16]4[N:17]=[CH:18][N:19]=[C:20]([NH2:21])[C:15]=4[CH:14]=[CH:13]3)[C@@H:6]2[O:5]1.[BH3-][C:53]#N.[Na+], predict the reaction product. The product is: [CH3:3][C:4]1([CH3:51])[O:8][C@@H:7]2[C@@H:9]([CH2:22][N:23]([CH3:53])[CH2:24][CH:25]3[CH2:26][CH:27]([CH2:29][C:30]4[N:34]([CH2:35][O:36][CH2:37][CH2:38][Si:39]([CH3:40])([CH3:41])[CH3:42])[C:33]5[CH:43]=[CH:44][C:45]([C:47]([F:50])([F:48])[F:49])=[CH:46][C:32]=5[N:31]=4)[CH2:28]3)[CH2:10][C@@H:11]([N:12]3[C:16]4[N:17]=[CH:18][N:19]=[C:20]([NH2:21])[C:15]=4[CH:14]=[CH:13]3)[C@@H:6]2[O:5]1.